This data is from Reaction yield outcomes from USPTO patents with 853,638 reactions. The task is: Predict the reaction yield, written as a fraction of the theoretical maximum amount of product (1.0 means a 100% yield; for example, 0.34 means a 34% yield). (1) The reactants are [Br:1][C:2]1[CH:7]=[CH:6][C:5]([NH:8][C:9]2[C:10]([CH:19]([OH:28])[CH2:20][Si](OC(C)C)(C)C)=[CH:11][C:12]3[NH:16][CH:15]=[N:14][C:13]=3[C:17]=2[F:18])=[C:4]([Cl:29])[CH:3]=1.[F-].[K+].[OH:32]O. The catalyst is CO.C1COCC1.O. The product is [Br:1][C:2]1[CH:7]=[CH:6][C:5]([NH:8][C:9]2[C:10]([CH:19]([OH:28])[CH2:20][OH:32])=[CH:11][C:12]3[NH:16][CH:15]=[N:14][C:13]=3[C:17]=2[F:18])=[C:4]([Cl:29])[CH:3]=1. The yield is 0.340. (2) The reactants are CC([O-])(C)C.[Na+].[NH:7]1[C:15]2[C:10](=[CH:11][CH:12]=[CH:13][CH:14]=2)[CH:9]=[CH:8]1.Br[C:17]1[CH:22]=[CH:21][C:20]([CH3:23])=[CH:19][CH:18]=1. The catalyst is C1C=CC(/C=C/C(/C=C/C2C=CC=CC=2)=O)=CC=1.C1C=CC(/C=C/C(/C=C/C2C=CC=CC=2)=O)=CC=1.C1C=CC(/C=C/C(/C=C/C2C=CC=CC=2)=O)=CC=1.[Pd].[Pd].C1(C)C=CC=CC=1. The product is [CH3:23][C:20]1[CH:21]=[CH:22][C:17]([N:7]2[C:15]3[C:10](=[CH:11][CH:12]=[CH:13][CH:14]=3)[CH:9]=[CH:8]2)=[CH:18][CH:19]=1. The yield is 0.940. (3) The product is [CH:33]1([N:28]2[CH2:27][C:26]3([CH2:36][CH2:37][N:23]([S:20]([C:17]4[CH:18]=[CH:19][C:14]([C:12]5[S:13][C:3]6[C:4](=[N:5][CH:6]=[C:7]([C:8]([NH2:10])=[O:9])[CH:2]=6)[CH:11]=5)=[CH:15][CH:16]=4)(=[O:22])=[O:21])[CH2:24][CH2:25]3)[O:31][CH2:30][C:29]2=[O:32])[CH2:34][CH2:35]1. The reactants are Cl[C:2]1[C:7]([C:8]([NH2:10])=[O:9])=[CH:6][N:5]=[C:4]2[CH:11]=[C:12]([C:14]3[CH:19]=[CH:18][C:17]([S:20]([N:23]4[CH2:37][CH2:36][C:26]5([O:31][CH2:30][C:29](=[O:32])[N:28]([CH:33]6[CH2:35][CH2:34]6)[CH2:27]5)[CH2:25][CH2:24]4)(=[O:22])=[O:21])=[CH:16][CH:15]=3)[S:13][C:3]=12. The yield is 0.0300. The catalyst is [Pd].CN(C)C=O.C(O)C.